This data is from Full USPTO retrosynthesis dataset with 1.9M reactions from patents (1976-2016). The task is: Predict the reactants needed to synthesize the given product. (1) Given the product [Cl:1][C:2]1[CH:7]=[CH:6][C:5]([C:12]2[CH:17]=[CH:16][CH:15]=[C:14]([N:18]([CH2:22][C:23]3[CH:35]=[CH:34][C:26]([O:27][CH2:28][C:29]([OH:31])=[O:30])=[C:25]([CH3:36])[CH:24]=3)[CH2:19][CH2:20][CH3:21])[C:13]=2[CH3:37])=[CH:4][CH:3]=1, predict the reactants needed to synthesize it. The reactants are: [Cl:1][C:2]1[CH:7]=[CH:6][C:5](B(O)O)=[CH:4][CH:3]=1.Br[C:12]1[C:13]([CH3:37])=[C:14]([N:18]([CH2:22][C:23]2[CH:35]=[CH:34][C:26]([O:27][CH2:28][C:29]([O:31]CC)=[O:30])=[C:25]([CH3:36])[CH:24]=2)[CH2:19][CH2:20][CH3:21])[CH:15]=[CH:16][CH:17]=1. (2) The reactants are: [CH3:1][C:2]1[C:6]([C:7]2[N:12]3[CH:13]=[CH:14][N:15]=[C:11]3[CH:10]=[C:9]([C:16]3[CH:21]=[CH:20][C:19]([N:22]4[CH2:27][CH2:26][O:25][CH2:24][CH2:23]4)=[CH:18][CH:17]=3)[N:8]=2)=[CH:5][NH:4][N:3]=1.[CH:28]1([CH:33]=[CH:34][C:35]#[N:36])[CH2:32][CH2:31][CH2:30][CH2:29]1.C1CCN2C(=NCCC2)CC1. Given the product [CH:28]1([CH:33]([N:4]2[CH:5]=[C:6]([C:7]3[N:12]4[CH:13]=[CH:14][N:15]=[C:11]4[CH:10]=[C:9]([C:16]4[CH:21]=[CH:20][C:19]([N:22]5[CH2:27][CH2:26][O:25][CH2:24][CH2:23]5)=[CH:18][CH:17]=4)[N:8]=3)[C:2]([CH3:1])=[N:3]2)[CH2:34][C:35]#[N:36])[CH2:32][CH2:31][CH2:30][CH2:29]1, predict the reactants needed to synthesize it. (3) The reactants are: [N+:1]([C:4]1[CH:9]=[CH:8][C:7]([C:10]2[CH2:15][CH2:14][CH:13]([NH:16][C:17](=[O:23])[O:18][C:19]([CH3:22])([CH3:21])[CH3:20])[CH2:12][CH:11]=2)=[CH:6][CH:5]=1)([O-])=O.O.O.O.O.O.O.O.O.O.[S-2].[Na+].[Na+]. Given the product [NH2:1][C:4]1[CH:9]=[CH:8][C:7]([C:10]2[CH2:15][CH2:14][CH:13]([NH:16][C:17](=[O:23])[O:18][C:19]([CH3:21])([CH3:20])[CH3:22])[CH2:12][CH:11]=2)=[CH:6][CH:5]=1, predict the reactants needed to synthesize it. (4) Given the product [CH:5]1[CH:6]=[N+:1]([O-:12])[CH:2]=[C:3]([CH2:7][C:8]#[N:9])[CH:4]=1, predict the reactants needed to synthesize it. The reactants are: [N:1]1[CH:6]=[CH:5][CH:4]=[C:3]([CH2:7][C:8]#[N:9])[CH:2]=1.CC(O)=[O:12].OO.